Dataset: Catalyst prediction with 721,799 reactions and 888 catalyst types from USPTO. Task: Predict which catalyst facilitates the given reaction. (1) Reactant: [F:1][C:2]([F:7])([F:6])[C:3]([OH:5])=[O:4].[CH2:8]([N:15]([CH2:24][CH2:25][F:26])S(C1C=CC=CC=1)=O)[C:9]1[CH:14]=[CH:13][CH:12]=[CH:11][CH:10]=1. Product: [F:1][C:2]([F:7])([F:6])[C:3]([OH:5])=[O:4].[F:26][CH2:25][CH2:24][NH:15][CH2:8][C:9]1[CH:14]=[CH:13][CH:12]=[CH:11][CH:10]=1. The catalyst class is: 5. (2) Reactant: [CH:1]1([NH:6][C:7]2[C:8]3[N:9]([CH:16]=[C:17]([N+:19]([O-])=O)[CH:18]=3)[N:10]=[CH:11][C:12]=2[C:13]([NH2:15])=[O:14])[CH2:5][CH2:4][CH2:3][CH2:2]1. Product: [NH2:19][C:17]1[CH:18]=[C:8]2[C:7]([NH:6][CH:1]3[CH2:2][CH2:3][CH2:4][CH2:5]3)=[C:12]([C:13]([NH2:15])=[O:14])[CH:11]=[N:10][N:9]2[CH:16]=1. The catalyst class is: 696.